Dataset: Forward reaction prediction with 1.9M reactions from USPTO patents (1976-2016). Task: Predict the product of the given reaction. (1) Given the reactants C(OC([N:8]1[CH2:11][CH:10]([CH2:12][N:13]2[CH:17]=[CH:16][CH:15]=[N:14]2)[CH2:9]1)=O)(C)(C)C.[C:18]([OH:24])([C:20]([F:23])([F:22])[F:21])=[O:19], predict the reaction product. The product is: [NH:8]1[CH2:11][CH:10]([CH2:12][N:13]2[CH:17]=[CH:16][CH:15]=[N:14]2)[CH2:9]1.[C:18]([OH:24])([C:20]([F:23])([F:22])[F:21])=[O:19]. (2) Given the reactants [OH:1][C:2]1([C:23]([O:25][CH3:26])=[O:24])[CH2:7][CH2:6][N:5]([C:8]2[CH2:22][C:11]3([CH2:14][N:13](C(OC(C)(C)C)=O)[CH2:12]3)[O:10][N:9]=2)[CH2:4][CH2:3]1.[CH2:27]([O:29][C:30]1[CH:35]=[C:34]([CH:36]=O)[CH:33]=[C:32]([O:38][CH2:39][CH3:40])[C:31]=1[C:41]1[CH:46]=[CH:45][C:44]([F:47])=[CH:43][CH:42]=1)[CH3:28], predict the reaction product. The product is: [CH2:27]([O:29][C:30]1[CH:35]=[C:34]([CH2:36][N:13]2[CH2:12][C:11]3([CH2:22][C:8]([N:5]4[CH2:6][CH2:7][C:2]([OH:1])([C:23]([O:25][CH3:26])=[O:24])[CH2:3][CH2:4]4)=[N:9][O:10]3)[CH2:14]2)[CH:33]=[C:32]([O:38][CH2:39][CH3:40])[C:31]=1[C:41]1[CH:42]=[CH:43][C:44]([F:47])=[CH:45][CH:46]=1)[CH3:28]. (3) Given the reactants [C:1]([O:5][C:6]([N:8]1[CH2:13][CH2:12][N:11]2[CH:14]=[CH:15][CH:16]=[C:10]2[CH:9]1[CH3:17])=[O:7])([CH3:4])([CH3:3])[CH3:2].[CH2:18]([N:20](CC)CC)C.C1(C)C=CC=CC=1, predict the reaction product. The product is: [C:1]([O:5][C:6]([N:8]1[CH2:13][CH2:12][N:11]2[C:14]([C:18]#[N:20])=[CH:15][CH:16]=[C:10]2[CH:9]1[CH3:17])=[O:7])([CH3:4])([CH3:2])[CH3:3]. (4) Given the reactants [CH3:1][C:2]([C:5]1[CH:21]=[CH:20][C:8]2[CH:9]=[C:10]([C:17]([OH:19])=[O:18])[CH:11]([C:13]([F:16])([F:15])[F:14])[O:12][C:7]=2[CH:6]=1)([CH3:4])[CH3:3].[Br:22]Br, predict the reaction product. The product is: [Br:22][C:21]1[C:5]([C:2]([CH3:1])([CH3:3])[CH3:4])=[CH:6][C:7]2[O:12][CH:11]([C:13]([F:14])([F:15])[F:16])[C:10]([C:17]([OH:19])=[O:18])=[CH:9][C:8]=2[CH:20]=1. (5) Given the reactants [C:1]([C:4]1[C:16]2[NH:15][C:14]3[C:9](=[CH:10][CH:11]=[C:12]([C:17]([OH:20])([CH3:19])[CH3:18])[CH:13]=3)[C:8]=2[C:7](C2C(C)=C(N3C(=O)CC(C(O)=O)C3)C=CC=2)=[CH:6][CH:5]=1)(=[O:3])[NH2:2].CNC.C(Cl)CCl.C1C=CC2N(O)N=NC=2C=1, predict the reaction product. The product is: [OH:20][C:17]([C:12]1[CH:13]=[C:14]2[C:9]([C:8]3[CH:7]=[CH:6][CH:5]=[C:4]([C:1]([NH2:2])=[O:3])[C:16]=3[NH:15]2)=[CH:10][CH:11]=1)([CH3:18])[CH3:19]. (6) Given the reactants [CH3:1][O:2][C:3]1[CH:15]=[C:14]([O:16][CH3:17])[CH:13]=[CH:12][C:4]=1[CH2:5][NH:6][C:7]1[S:11][N:10]=[CH:9][N:8]=1.[CH3:1][O:2][C:3]1[CH:15]=[C:14]([O:16][CH3:17])[CH:13]=[CH:12][C:4]=1[CH2:5][NH:6][C:7]1[S:11][N:10]=[CH:9][N:8]=1.[F:35][C:36]1[C:41]([I:42])=[CH:40][C:39]([S:43](Cl)(=[O:45])=[O:44])=[CH:38][CH:37]=1, predict the reaction product. The product is: [CH3:1][O:2][C:3]1[CH:15]=[C:14]([O:16][CH3:17])[CH:13]=[CH:12][C:4]=1[CH2:5][N:6]([C:7]1[S:11][N:10]=[CH:9][N:8]=1)[S:43]([C:39]1[CH:40]=[C:41]([I:42])[C:36]([F:35])=[CH:37][CH:38]=1)(=[O:45])=[O:44]. (7) The product is: [CH3:7][N:8]([CH2:12][C:13]([O:15][C:1](=[O:5])[CH2:2][N:8]([CH3:7])[C:9]([NH2:11])=[NH:10])=[O:14])[C:9]([NH2:11])=[NH:10]. Given the reactants [C:1](Cl)(=[O:5])[CH2:2]CC.[CH3:7][N:8]([CH2:12][C:13]([O-:15])=[O:14])[C:9]([NH2:11])=[NH:10].[Na+], predict the reaction product. (8) Given the reactants [F:1][C:2]1[CH:3]=[C:4]([CH:7]=[CH:8][C:9]=1F)[CH:5]=[O:6].[CH3:11][C:12]1[N:13]=[CH:14][NH:15][CH:16]=1.C(=O)([O-])[O-].[K+].[K+].C(OCC)(=O)C, predict the reaction product. The product is: [F:1][C:2]1[CH:3]=[C:4]([CH:7]=[CH:8][C:9]=1[N:15]1[CH:16]=[C:12]([CH3:11])[N:13]=[CH:14]1)[CH:5]=[O:6].